This data is from TCR-epitope binding with 47,182 pairs between 192 epitopes and 23,139 TCRs. The task is: Binary Classification. Given a T-cell receptor sequence (or CDR3 region) and an epitope sequence, predict whether binding occurs between them. (1) The epitope is LVLSVNPYV. The TCR CDR3 sequence is CASSPLGQGSGELFF. Result: 1 (the TCR binds to the epitope). (2) The epitope is RPPIFIRRL. The TCR CDR3 sequence is CASSPDGGHSTDTQYF. Result: 0 (the TCR does not bind to the epitope). (3) The epitope is KRWIIMGLNK. The TCR CDR3 sequence is CSARPGLAGALYEQYF. Result: 1 (the TCR binds to the epitope). (4) The epitope is GLCTLVAML. The TCR CDR3 sequence is CSAEISGTQLYNEQFF. Result: 1 (the TCR binds to the epitope). (5) The epitope is FADDLNQLTGY. The TCR CDR3 sequence is CASSQDGRGEKLFF. Result: 1 (the TCR binds to the epitope). (6) The epitope is SLFNTVATLY. The TCR CDR3 sequence is CASSYRQGEGSPLHF. Result: 0 (the TCR does not bind to the epitope). (7) The epitope is GTITVEELK. The TCR CDR3 sequence is CASTRARGDTEAFF. Result: 1 (the TCR binds to the epitope).